Dataset: Forward reaction prediction with 1.9M reactions from USPTO patents (1976-2016). Task: Predict the product of the given reaction. The product is: [CH:45]([O:17][C:16](=[O:18])[C@@H:15]([NH:14][S:11]([C:1]1[C:10]2[C:5](=[CH:6][CH:7]=[CH:8][CH:9]=2)[CH:4]=[CH:3][CH:2]=1)(=[O:13])=[O:12])[CH2:19][NH:20][C:21](=[O:39])[C:22]1[CH:27]=[CH:26][C:25]([CH2:28][CH2:29][C:30](=[O:38])[NH:31][C:32]2[NH:37][CH2:36][CH2:35][CH2:34][N:33]=2)=[CH:24][CH:23]=1)([CH3:47])[CH3:46]. Given the reactants [C:1]1([S:11]([NH:14][C@@H:15]([CH2:19][NH:20][C:21](=[O:39])[C:22]2[CH:27]=[CH:26][C:25]([CH2:28][CH2:29][C:30](=[O:38])[NH:31][C:32]3[NH:33][CH2:34][CH2:35][CH2:36][N:37]=3)=[CH:24][CH:23]=2)[C:16]([OH:18])=[O:17])(=[O:13])=[O:12])[C:10]2[C:5](=[CH:6][CH:7]=[CH:8][CH:9]=2)[CH:4]=[CH:3][CH:2]=1.S(=O)(=O)(O)O.[CH:45](O)([CH3:47])[CH3:46], predict the reaction product.